This data is from Catalyst prediction with 721,799 reactions and 888 catalyst types from USPTO. The task is: Predict which catalyst facilitates the given reaction. (1) Reactant: [Cl:1][C:2]1[CH:7]=[C:6]([C:8](=O)[CH:9]=[CH:10]N(C)C)[CH:5]=[CH:4][N:3]=1.[OH-].[Na+].FC(F)(F)C(O)=O.FC(F)(F)C(O)=O.[Cl:31][C:32]1[CH:37]=[C:36]([NH:38][C:39]([NH2:41])=[NH:40])[CH:35]=[CH:34][N:33]=1. Product: [Cl:31][C:32]1[CH:37]=[C:36]([NH:38][C:39]2[N:41]=[C:8]([C:6]3[CH:5]=[CH:4][N:3]=[C:2]([Cl:1])[CH:7]=3)[CH:9]=[CH:10][N:40]=2)[CH:35]=[CH:34][N:33]=1. The catalyst class is: 41. (2) Reactant: [N:1]([CH2:4][CH2:5][CH2:6][C:7]1([C:29]2[CH:34]=[CH:33][CH:32]=[CH:31][CH:30]=2)[N:11]([C:12]2[S:13][C:14]3[CH2:15][NH:16][CH2:17][CH2:18][C:19]=3[N:20]=2)[N:10]=[C:9]([C:21]2[CH:26]=[C:25]([F:27])[CH:24]=[CH:23][C:22]=2[F:28])[S:8]1)=[N+]=[N-].Cl.CO. Product: [F:28][C:22]1[CH:23]=[CH:24][C:25]([F:27])=[CH:26][C:21]=1[C:9]1[S:8][C:7]([CH2:6][CH2:5][CH2:4][NH2:1])([C:29]2[CH:34]=[CH:33][CH:32]=[CH:31][CH:30]=2)[N:11]([C:12]2[S:13][C:14]3[CH2:15][NH:16][CH2:17][CH2:18][C:19]=3[N:20]=2)[N:10]=1. The catalyst class is: 19. (3) Reactant: [CH3:1][C:2]1[CH:3]=[C:4]([O:9][CH3:10])[CH:5]=[C:6]([CH3:8])[CH:7]=1.[S:11](Cl)(=[O:14])(=[O:13])[OH:12].[F:16][C:17]1[C:22](O)=[C:21]([F:24])[C:20]([F:25])=[C:19]([F:26])[C:18]=1[F:27].C(N(CC)CC)C. Product: [CH3:10][O:9][C:4]1[CH:5]=[C:6]([CH3:8])[C:7]([S:11]([O:12][C:22]2[C:21]([F:24])=[C:20]([F:25])[C:19]([F:26])=[C:18]([F:27])[C:17]=2[F:16])(=[O:14])=[O:13])=[C:2]([CH3:1])[CH:3]=1. The catalyst class is: 2. (4) Product: [CH3:1][C:2]1([CH3:23])[C:11]2[C:6](=[CH:7][CH:8]=[C:9]([C:12]([F:15])([F:13])[F:14])[CH:10]=2)[NH:5][CH:4]([C:16]2[CH:17]=[C:18]([NH:22][S:36]([C:30]3[CH:35]=[CH:34][CH:33]=[CH:32][CH:31]=3)(=[O:38])=[O:37])[CH:19]=[CH:20][CH:21]=2)[CH2:3]1. The catalyst class is: 4. Reactant: [CH3:1][C:2]1([CH3:23])[C:11]2[C:6](=[CH:7][CH:8]=[C:9]([C:12]([F:15])([F:14])[F:13])[CH:10]=2)[NH:5][CH:4]([C:16]2[CH:17]=[C:18]([NH2:22])[CH:19]=[CH:20][CH:21]=2)[CH2:3]1.N1C=CC=CC=1.[C:30]1([S:36](Cl)(=[O:38])=[O:37])[CH:35]=[CH:34][CH:33]=[CH:32][CH:31]=1. (5) Reactant: [Cl:1][C:2]1[CH:7]=[CH:6][C:5]([C:8]2[CH:13]=[CH:12][C:11]([CH2:14][CH2:15][C@H:16]3[O:25][C@@H:19]4[O:20][C:21]([CH3:24])([CH3:23])[O:22][C@@H:18]4[C@@H:17]3[CH2:26][C:27](OCC)=[O:28])=[CH:10][CH:9]=2)=[CH:4][CH:3]=1.[H-].[Al+3].[Li+].[H-].[H-].[H-].[Cl-].[NH4+]. Product: [Cl:1][C:2]1[CH:7]=[CH:6][C:5]([C:8]2[CH:9]=[CH:10][C:11]([CH2:14][CH2:15][C@H:16]3[O:25][C@@H:19]4[O:20][C:21]([CH3:24])([CH3:23])[O:22][C@@H:18]4[C@@H:17]3[CH2:26][CH2:27][OH:28])=[CH:12][CH:13]=2)=[CH:4][CH:3]=1. The catalyst class is: 7. (6) Reactant: [CH2:1]([O:3][C:4](=[O:13])[CH2:5][C:6]1[CH:11]=[CH:10][CH:9]=[C:8]([OH:12])[CH:7]=1)[CH3:2].F[C:15]1[CH:22]=[CH:21][C:20]([CH3:23])=[CH:19][C:16]=1[CH:17]=[O:18].C(=O)([O-])[O-].[K+].[K+]. Product: [CH2:1]([O:3][C:4](=[O:13])[CH2:5][C:6]1[CH:11]=[CH:10][CH:9]=[C:8]([O:12][C:15]2[CH:22]=[CH:21][C:20]([CH3:23])=[CH:19][C:16]=2[CH:17]=[O:18])[CH:7]=1)[CH3:2]. The catalyst class is: 12. (7) Reactant: C(OC(=O)[NH:7][C@@H:8]1[CH2:12][CH2:11][N:10]([C:13]2[C:18]([C:19]([F:22])([F:21])[F:20])=[CH:17][CH:16]=[CH:15][N:14]=2)[CH2:9]1)(C)(C)C.C(O)(C(F)(F)F)=O. Product: [F:21][C:19]([F:20])([F:22])[C:18]1[C:13]([N:10]2[CH2:11][CH2:12][C@@H:8]([NH2:7])[CH2:9]2)=[N:14][CH:15]=[CH:16][CH:17]=1. The catalyst class is: 2. (8) Reactant: Br[CH2:2][C:3]1[CH:8]=[CH:7][CH:6]=[CH:5][N:4]=1.[F:9][C:10]([F:33])([F:32])[C:11]([C:17]1[CH:22]=[CH:21][C:20]([N:23](C)[CH2:24][C:25]2C=CC=[CH:27][CH:26]=2)=[CH:19][CH:18]=1)([OH:16])[C:12]([F:15])([F:14])[F:13].C(=O)([O-])[O-].[K+].[K+]. The catalyst class is: 3. Product: [CH2:24]([N:23]([CH2:2][C:3]1[CH:8]=[CH:7][CH:6]=[CH:5][N:4]=1)[C:20]1[CH:21]=[CH:22][C:17]([C:11]([OH:16])([C:12]([F:13])([F:14])[F:15])[C:10]([F:9])([F:33])[F:32])=[CH:18][CH:19]=1)[CH2:25][CH2:26][CH3:27]. (9) Reactant: [CH2:1]=[CH:2][N:3]1[C:7](=[O:8])[CH2:6][CH2:5][CH2:4]1.N(C(C)(C)C#N)=N[C:11](C)(C)C#N.[C:21]([O:25][CH2:26][CH2:27][CH2:28]C)(=[O:24])[CH:22]=[CH2:23].CCCCCC. Product: [CH:2]([N:3]1[CH2:4][CH2:5][CH2:6][C:7]1=[O:8])=[CH2:1].[C:21]([O:25][CH:26]([CH2:27][CH3:28])[CH3:11])(=[O:24])[CH:22]=[CH2:23]. The catalyst class is: 9.